The task is: Predict the reactants needed to synthesize the given product.. This data is from Full USPTO retrosynthesis dataset with 1.9M reactions from patents (1976-2016). (1) Given the product [CH3:7][C:8]1[CH:14]=[CH:13][C:11]([NH:12][C:18](=[O:19])[O:20][C:21]([CH3:24])([CH3:23])[CH3:22])=[CH:10][C:9]=1[N+:15]([O-:17])=[O:16], predict the reactants needed to synthesize it. The reactants are: C(=O)([O-])[O-].[K+].[K+].[CH3:7][C:8]1[CH:14]=[CH:13][C:11]([NH2:12])=[CH:10][C:9]=1[N+:15]([O-:17])=[O:16].[C:18](O[C:18]([O:20][C:21]([CH3:24])([CH3:23])[CH3:22])=[O:19])([O:20][C:21]([CH3:24])([CH3:23])[CH3:22])=[O:19]. (2) The reactants are: [NH2:1][C:2]1[CH:12]=[C:11]([O:13][CH2:14][CH2:15][O:16][CH3:17])[C:10]([O:18][CH2:19][CH2:20][O:21][CH3:22])=[CH:9][C:3]=1[C:4](OCC)=[O:5].[CH:23]([O-])([O-])OC.C([O-])(=O)C.[NH4+:32]. Given the product [CH3:22][O:21][CH2:20][CH2:19][O:18][C:10]1[CH:9]=[C:3]2[C:2](=[CH:12][C:11]=1[O:13][CH2:14][CH2:15][O:16][CH3:17])[N:1]=[CH:23][NH:32][C:4]2=[O:5], predict the reactants needed to synthesize it. (3) Given the product [OH:1][C:2]1[CH:10]=[C:9]([O:11][CH3:12])[C:8]([O:13][CH3:14])=[CH:7][C:3]=1[C:4]([O:6][C:15]1[CH:20]=[CH:19][CH:18]=[CH:17][CH:16]=1)=[O:5], predict the reactants needed to synthesize it. The reactants are: [OH:1][C:2]1[CH:10]=[C:9]([O:11][CH3:12])[C:8]([O:13][CH3:14])=[CH:7][C:3]=1[C:4]([OH:6])=[O:5].[C:15]1(O)[CH:20]=[CH:19][CH:18]=[CH:17][CH:16]=1.O=S(Cl)Cl. (4) The reactants are: [O:1]1[CH2:3][CH:2]1[CH2:4][O:5][C:6]1[CH:11]=[CH:10][C:9]([CH2:12][OH:13])=[CH:8][CH:7]=1.[F:14][C:15]1[CH:20]=[CH:19][C:18]([C:21]2[C:29]3[C:28]([N:30]4[CH2:35][CH2:34][CH:33]([NH2:36])[CH2:32][CH2:31]4)=[N:27][CH:26]=[N:25][C:24]=3[S:23][CH:22]=2)=[CH:17][CH:16]=1. Given the product [F:14][C:15]1[CH:20]=[CH:19][C:18]([C:21]2[C:29]3[C:28]([N:30]4[CH2:35][CH2:34][CH:33]([NH:36][CH2:3][CH:2]([OH:1])[CH2:4][O:5][C:6]5[CH:11]=[CH:10][C:9]([CH2:12][OH:13])=[CH:8][CH:7]=5)[CH2:32][CH2:31]4)=[N:27][CH:26]=[N:25][C:24]=3[S:23][CH:22]=2)=[CH:17][CH:16]=1, predict the reactants needed to synthesize it. (5) Given the product [C:35]([N:1]1[CH2:2][CH2:3][CH:4]([C:7]2[N:15]3[C:10]([C:11]([NH2:16])=[N:12][CH:13]=[N:14]3)=[C:9]([C:17]3[CH:18]=[CH:19][C:20]4[C:24]([CH:25]=3)=[N:23][N:22]([CH2:26][C:27]3[CH:28]=[N:29][CH:30]=[CH:31][CH:32]=3)[CH:21]=4)[CH:8]=2)[CH2:5][CH2:6]1)(=[O:36])[CH3:34], predict the reactants needed to synthesize it. The reactants are: [NH:1]1[CH2:6][CH2:5][CH:4]([C:7]2[N:15]3[C:10]([C:11]([NH2:16])=[N:12][CH:13]=[N:14]3)=[C:9]([C:17]3[CH:18]=[CH:19][C:20]4[C:24]([CH:25]=3)=[N:23][N:22]([CH2:26][C:27]3[CH:28]=[N:29][CH:30]=[CH:31][CH:32]=3)[CH:21]=4)[CH:8]=2)[CH2:3][CH2:2]1.Cl[CH2:34][C:35](N(C)C)=[O:36]. (6) Given the product [NH2:1][C:2]1[N:6]([CH2:7][CH2:8][CH2:9][CH3:10])[C:5]([S:34][C:31]2[S:32][CH:33]=[C:29]([C:23]3[CH:28]=[CH:27][CH:26]=[CH:25][CH:24]=3)[N:30]=2)=[N:4][C:3]=1[C:12]([NH2:14])=[O:13], predict the reactants needed to synthesize it. The reactants are: [NH2:1][C:2]1[N:6]([CH2:7][CH2:8][CH2:9][CH3:10])[C:5](Br)=[N:4][C:3]=1[C:12]([NH2:14])=[O:13].CC(C)([O-])C.[K+].[Br-].[Li+].[C:23]1([C:29]2[N:30]=[C:31]([SH:34])[S:32][CH:33]=2)[CH:28]=[CH:27][CH:26]=[CH:25][CH:24]=1. (7) Given the product [C:18]([O:17][C:15]([N:11]1[CH2:10][C:9]2[S:8][C:7]3[N:22]=[CH:27][NH:28][C:4](=[O:3])[C:6]=3[C:14]=2[CH2:13][CH2:12]1)=[O:16])([CH3:21])([CH3:20])[CH3:19], predict the reactants needed to synthesize it. The reactants are: C([O:3][C:4]([C:6]1[C:14]2[CH2:13][CH2:12][N:11]([C:15]([O:17][C:18]([CH3:21])([CH3:20])[CH3:19])=[O:16])[CH2:10][C:9]=2[S:8][C:7]=1[NH2:22])=O)C.C(O)(=O)C.[CH:27](N)=[NH:28]. (8) Given the product [CH2:1]=[CH:2][C:3]1[CH:8]=[CH:7][CH:6]=[CH:5][CH:4]=1.[C:9]([O:14][CH2:15][CH2:16][N:17]([CH3:19])[CH3:18])(=[O:13])[C:10]([CH3:12])=[CH2:11], predict the reactants needed to synthesize it. The reactants are: [CH2:1]=[CH:2][C:3]1[CH:8]=[CH:7][CH:6]=[CH:5][CH:4]=1.[C:9]([O:14][CH2:15][CH2:16][N:17]([CH3:19])[CH3:18])(=[O:13])[C:10]([CH3:12])=[CH2:11].N(C(C)(C)C#N)=NC(C)(C)C#N. (9) Given the product [CH:1]1([C:6]([N:36]2[CH2:37][CH2:38][CH:33]([N:30]3[C:26]4=[N:27][CH:28]=[N:29][C:24]([O:23][C:22]5[CH:39]=[CH:40][C:19]([O:18][CH2:16][CH3:17])=[CH:20][C:21]=5[F:41])=[C:25]4[CH:32]=[N:31]3)[CH2:34][CH2:35]2)=[O:7])[CH2:5][CH2:4][CH2:3][CH2:2]1, predict the reactants needed to synthesize it. The reactants are: [CH:1]1([C:6](Cl)=[O:7])[CH2:5][CH2:4][CH2:3][CH2:2]1.FC(F)(F)C(O)=O.[CH2:16]([O:18][C:19]1[CH:40]=[CH:39][C:22]([O:23][C:24]2[N:29]=[CH:28][N:27]=[C:26]3[N:30]([CH:33]4[CH2:38][CH2:37][NH:36][CH2:35][CH2:34]4)[N:31]=[CH:32][C:25]=23)=[C:21]([F:41])[CH:20]=1)[CH3:17].C(N(C(C)C)CC)(C)C.O. (10) The reactants are: [NH2:1][C:2]1[CH:7]=[C:6]([NH:8][C:9]([C:11]2[N:23]([CH2:24][C:25]3[CH:30]=[CH:29][CH:28]=[C:27]([F:31])[CH:26]=3)[C:14]3=[N:15][CH:16]=[C:17]([C:19]([F:22])([F:21])[F:20])[CH:18]=[C:13]3[CH:12]=2)=[O:10])[CH:5]=[CH:4][N:3]=1.Br[CH2:33][C:34](=O)[CH2:35][CH3:36]. Given the product [CH2:35]([C:34]1[N:1]=[C:2]2[CH:7]=[C:6]([NH:8][C:9]([C:11]3[N:23]([CH2:24][C:25]4[CH:30]=[CH:29][CH:28]=[C:27]([F:31])[CH:26]=4)[C:14]4=[N:15][CH:16]=[C:17]([C:19]([F:22])([F:20])[F:21])[CH:18]=[C:13]4[CH:12]=3)=[O:10])[CH:5]=[CH:4][N:3]2[CH:33]=1)[CH3:36], predict the reactants needed to synthesize it.